From a dataset of Reaction yield outcomes from USPTO patents with 853,638 reactions. Predict the reaction yield, written as a fraction of the theoretical maximum amount of product (1.0 means a 100% yield; for example, 0.34 means a 34% yield). (1) The reactants are [Br:1][C:2]1[CH:3]=[CH:4][C:5](=[C:8]2[C:13](=[O:14])OC(C)(C)OC2=O)[NH:6][CH:7]=1.[CH2:18]([NH2:25])[C:19]1[CH:24]=[CH:23][CH:22]=[CH:21][CH:20]=1. The catalyst is C1(C)C=CC=CC=1. The product is [CH2:18]([NH:25][C:13](=[O:14])[CH2:8][C:5]1[CH:4]=[CH:3][C:2]([Br:1])=[CH:7][N:6]=1)[C:19]1[CH:24]=[CH:23][CH:22]=[CH:21][CH:20]=1. The yield is 0.960. (2) The reactants are [NH2:1][C:2]1[C:7]2[C:8]([C:11]3[CH:16]=[CH:15][C:14]([O:17][C:18]4[CH:23]=[CH:22][CH:21]=[CH:20][CH:19]=4)=[CH:13][CH:12]=3)=[CH:9][S:10][C:6]=2[C:5](/[CH:24]=[CH:25]/[C:26](OCC)=[O:27])=[CH:4][N:3]=1.CC(C[AlH]CC(C)C)C.CO. The catalyst is C1COCC1. The product is [NH2:1][C:2]1[C:7]2[C:8]([C:11]3[CH:12]=[CH:13][C:14]([O:17][C:18]4[CH:23]=[CH:22][CH:21]=[CH:20][CH:19]=4)=[CH:15][CH:16]=3)=[CH:9][S:10][C:6]=2[C:5](/[CH:24]=[CH:25]/[CH2:26][OH:27])=[CH:4][N:3]=1. The yield is 0.490. (3) The reactants are [CH:1]1[C:13]2[C:12](=[CH:14][C:15]([NH:17][CH2:18][CH2:19][CH2:20][CH2:21][CH2:22][CH2:23][CH2:24][C:25](O)=[O:26])=[O:16])[C:11]3[C:6](=[CH:7][CH:8]=[CH:9][CH:10]=3)[C:5]=2[CH:4]=[CH:3][CH:2]=1.Cl.C(N=C=NCCCN(C)C)C.O[C:41]1[C:49]2[N:48]=N[NH:46][C:45]=2[CH:44]=[CH:43][CH:42]=1.C(N(CC)CC)C.C1(N)C=CC=CC=1N. The catalyst is [Cl-].[Na+].O.CN(C=O)C. The product is [CH:10]1[C:11]2[C:12](=[CH:14][C:15]([NH:17][CH2:18][CH2:19][CH2:20][CH2:21][CH2:22][CH2:23][CH2:24][C:25]([NH:46][C:45]3[CH:44]=[CH:43][CH:42]=[CH:41][C:49]=3[NH2:48])=[O:26])=[O:16])[C:13]3[C:5](=[CH:4][CH:3]=[CH:2][CH:1]=3)[C:6]=2[CH:7]=[CH:8][CH:9]=1. The yield is 0.790. (4) The reactants are C[O:2][C:3]1[C:8]([O:9][CH3:10])=[CH:7][CH:6]=[CH:5][C:4]=1[C:11]1[C:12](N)=[N:13][C:14]([CH3:17])=[CH:15][CH:16]=1.C(ON=O)(C)(C)C. The catalyst is C(O)(=O)C.C1COCC1. The product is [CH3:10][O:9][C:8]1[C:3]2[O:2][C:12]3[C:11]([C:4]=2[CH:5]=[CH:6][CH:7]=1)=[CH:16][CH:15]=[C:14]([CH3:17])[N:13]=3. The yield is 0.604.